From a dataset of TCR-epitope binding with 47,182 pairs between 192 epitopes and 23,139 TCRs. Binary Classification. Given a T-cell receptor sequence (or CDR3 region) and an epitope sequence, predict whether binding occurs between them. (1) The epitope is HTTDPSFLGRY. The TCR CDR3 sequence is CASSESTGGPRDNEQFF. Result: 1 (the TCR binds to the epitope). (2) The epitope is TPQDLNTML. Result: 0 (the TCR does not bind to the epitope). The TCR CDR3 sequence is CASSDKVLETQYF.